Dataset: Forward reaction prediction with 1.9M reactions from USPTO patents (1976-2016). Task: Predict the product of the given reaction. Given the reactants [Br:1][C:2]1[CH:3]=[C:4]2[C:9](=[CH:10][CH:11]=1)[N:8]=[C:7]([SH:12])[N:6]=[C:5]2[OH:13].CI.[O-][CH2:17]C.[Na+].Cl, predict the reaction product. The product is: [Br:1][C:2]1[CH:3]=[C:4]2[C:9](=[CH:10][CH:11]=1)[N:8]=[C:7]([S:12][CH3:17])[N:6]=[C:5]2[OH:13].